From a dataset of Full USPTO retrosynthesis dataset with 1.9M reactions from patents (1976-2016). Predict the reactants needed to synthesize the given product. (1) Given the product [N:3]1[C:4]2[C:9](=[CH:8][CH:7]=[CH:6][CH:5]=2)[CH:10]=[CH:11][C:2]=1[C:18]1[CH:19]=[C:14]([OH:13])[CH:15]=[CH:16][CH:17]=1.[CH3:12][O:13][C:14]1[CH:19]=[C:18]([C:2]2[CH:11]=[CH:10][C:9]3[C:4](=[CH:5][CH:6]=[CH:7][CH:8]=3)[N:3]=2)[CH:17]=[CH:16][CH:15]=1, predict the reactants needed to synthesize it. The reactants are: Br[C:2]1[CH:11]=[CH:10][C:9]2[C:4](=[CH:5][CH:6]=[CH:7][CH:8]=2)[N:3]=1.[CH3:12][O:13][C:14]1[CH:15]=[C:16](B(O)O)[CH:17]=[CH:18][CH:19]=1.C([O-])([O-])=O.[K+].[K+]. (2) Given the product [CH2:1]([O:8][C:9]1[N:10]=[N:11][C:12]([C:23]#[C:24][C:60]2[CH:61]=[CH:35][CH:63]=[C:64]([CH:66]([F:68])[F:67])[CH:65]=2)=[CH:13][C:14]=1[O:15][CH2:16][C:17]1[CH:22]=[CH:21][CH:20]=[CH:19][CH:18]=1)[C:2]1[CH:3]=[CH:4][CH:5]=[CH:6][CH:7]=1, predict the reactants needed to synthesize it. The reactants are: [CH2:1]([O:8][C:9]1[N:10]=[N:11][C:12]([C:23]#[C:24]C2C=NC(C(F)(F)F)=CC=2)=[CH:13][C:14]=1[O:15][CH2:16][C:17]1[CH:22]=[CH:21][CH:20]=[CH:19][CH:18]=1)[C:2]1[CH:7]=[CH:6][CH:5]=[CH:4][CH:3]=1.[CH2:35](OC1N=NC(C#C)=CC=1OCC1C=CC=CC=1)C1C=CC=CC=1.Br[C:60]1[CH:61]=N[CH:63]=[C:64]([CH:66]([F:68])[F:67])[CH:65]=1. (3) Given the product [OH:1][C:2]1[CH:7]=[C:6]([O:8][CH2:9][CH2:10][O:11][CH2:12][CH2:13][O:14][CH3:15])[CH:5]=[CH:4][C:3]=1[C:16]1[NH:17][CH2:18][C:19]([CH3:25])([C:21]([OH:23])=[O:22])[N:20]=1, predict the reactants needed to synthesize it. The reactants are: [OH:1][C:2]1[CH:7]=[C:6]([O:8][CH2:9][CH2:10][O:11][CH2:12][CH2:13][O:14][CH3:15])[CH:5]=[CH:4][C:3]=1[C:16]1[NH:17][CH2:18][C:19]([CH3:25])([C:21]([O:23]C)=[O:22])[N:20]=1.[OH-].[Na+]. (4) Given the product [CH:8]([CH:10]1[O:6][CH:3]([CH:2]=[CH2:1])[CH2:4][O:5]1)([CH3:9])[CH3:7], predict the reactants needed to synthesize it. The reactants are: [CH2:1]=[CH:2][CH:3]([OH:6])[CH2:4][OH:5].[CH:7](=O)[CH:8]([CH3:10])[CH3:9]. (5) The reactants are: [CH3:1][N:2]([CH2:4][C:5]1[C:13]([OH:14])=[C:12]([O:15][CH3:16])[CH:11]=[C:10]2[C:6]=1[CH:7]=[CH:8][N:9]2[S:17]([C:20]1[CH:25]=[CH:24][CH:23]=[CH:22][CH:21]=1)(=[O:19])=[O:18])[CH3:3].[CH3:26]N(C(OC)OC)C. Given the product [CH3:26][O:14][C:13]1[C:5]([CH2:4][N:2]([CH3:3])[CH3:1])=[C:6]2[C:10](=[CH:11][C:12]=1[O:15][CH3:16])[N:9]([S:17]([C:20]1[CH:25]=[CH:24][CH:23]=[CH:22][CH:21]=1)(=[O:18])=[O:19])[CH:8]=[CH:7]2, predict the reactants needed to synthesize it. (6) Given the product [F:24][C:19]1[CH:20]=[CH:21][CH:22]=[C:23]2[C:18]=1[N:17]=[CH:16][CH:15]=[C:14]2[NH:13][C:43](=[O:44])[CH:42]([C:39]1[CH:40]=[CH:41][C:35]2[O:34][C:33]([C:27]3[C:28]([F:32])=[CH:29][CH:30]=[CH:31][C:26]=3[Cl:25])=[N:37][C:36]=2[CH:38]=1)[CH3:46], predict the reactants needed to synthesize it. The reactants are: Cl.CN(C)CCCN=C=NCC.[NH2:13][C:14]1[C:23]2[C:18](=[C:19]([F:24])[CH:20]=[CH:21][CH:22]=2)[N:17]=[CH:16][CH:15]=1.[Cl:25][C:26]1[CH:31]=[CH:30][CH:29]=[C:28]([F:32])[C:27]=1[C:33]1[O:34][C:35]2[CH:41]=[CH:40][C:39]([CH:42]([CH3:46])[C:43](O)=[O:44])=[CH:38][C:36]=2[N:37]=1.ON1C2N=CC=CC=2N=N1.